Dataset: Catalyst prediction with 721,799 reactions and 888 catalyst types from USPTO. Task: Predict which catalyst facilitates the given reaction. (1) Reactant: [I:1][C:2]1[CH:12]=[CH:11][C:5]([C:6]([N:8]=[C:9]=[O:10])=O)=[CH:4][CH:3]=1.[Cl:13][C:14]1[CH:19]=[C:18]([F:20])[C:17]([CH2:21][NH:22][C:23](=[O:28])[C:24]([F:27])([F:26])[F:25])=[CH:16][C:15]=1[NH:29][NH:30]C(OC(C)(C)C)=O.FC(F)(F)C(O)=O. Product: [Cl:13][C:14]1[C:15]([N:29]2[C:9](=[O:10])[NH:8][C:6]([C:5]3[CH:11]=[CH:12][C:2]([I:1])=[CH:3][CH:4]=3)=[N:30]2)=[CH:16][C:17]([CH2:21][NH:22][C:23](=[O:28])[C:24]([F:26])([F:27])[F:25])=[C:18]([F:20])[CH:19]=1. The catalyst class is: 2. (2) Reactant: Cl[CH2:2][CH2:3][NH:4][C:5]([NH:7][CH2:8][CH2:9][O:10][CH3:11])=[O:6].[H-].[Na+].[NH4+].[Cl-]. Product: [CH3:11][O:10][CH2:9][CH2:8][N:7]1[CH2:2][CH2:3][NH:4][C:5]1=[O:6]. The catalyst class is: 220.